This data is from Forward reaction prediction with 1.9M reactions from USPTO patents (1976-2016). The task is: Predict the product of the given reaction. (1) Given the reactants [CH3:1][C:2]1[CH:7]=[C:6]([CH3:8])[CH:5]=[C:4]([CH3:9])[C:3]=1[S:10]([N:13]1[CH:17]=[CH:16][CH:15]=[C:14]1[CH2:18]O)(=[O:12])=[O:11].O=S(Cl)[Cl:22], predict the reaction product. The product is: [Cl:22][CH2:18][C:14]1[N:13]([S:10]([C:3]2[C:2]([CH3:1])=[CH:7][C:6]([CH3:8])=[CH:5][C:4]=2[CH3:9])(=[O:12])=[O:11])[CH:17]=[CH:16][CH:15]=1. (2) Given the reactants [Cl:1][C:2]1[CH:7]=[CH:6][CH:5]=[C:4](F)[C:3]=1[C:9]1[C:13]([C:14](C(N)C2C=CC(C(O)=O)=CC=2)=[O:15])=[C:12]([CH3:27])[O:11][N:10]=1.[OH-:28].[Na+].CN([CH:33]=[O:34])C, predict the reaction product. The product is: [Cl:1][C:2]1[C:3]2[C:9]3[C:13](=[C:12]([CH3:27])[O:11][N:10]=3)[C:14](=[O:15])[N:10]([CH2:9][C:3]3[CH:4]=[CH:5][C:6]([C:33]([OH:34])=[O:28])=[CH:7][CH:2]=3)[C:4]=2[CH:5]=[CH:6][CH:7]=1.